Dataset: Reaction yield outcomes from USPTO patents with 853,638 reactions. Task: Predict the reaction yield, written as a fraction of the theoretical maximum amount of product (1.0 means a 100% yield; for example, 0.34 means a 34% yield). (1) The reactants are [H-].[H-].[H-].[H-].[Li+].[Al+3].[CH:7]([C:10]1([CH2:15][C:16](OC)=[O:17])[O:14][CH2:13][CH2:12][O:11]1)([CH3:9])[CH3:8]. The catalyst is C1COCC1. The product is [CH:7]([C:10]1([CH2:15][CH2:16][OH:17])[O:14][CH2:13][CH2:12][O:11]1)([CH3:9])[CH3:8]. The yield is 0.670. (2) The reactants are Cl[C:2]1[N:7]2[N:8]=[CH:9][CH:10]=[C:6]2[N:5]=[C:4]([NH:11][C:12](=[O:23])[C:13]2[CH:18]=[CH:17][C:16]([C:19]([OH:22])([CH3:21])[CH3:20])=[CH:15][CH:14]=2)[CH:3]=1.[CH3:24][CH:25]1[C:30](=[O:31])[CH2:29][CH2:28][NH:27][CH2:26]1. The catalyst is CN1C(=O)CCC1.CS(C)=O.CO. The product is [OH:22][C:19]([C:16]1[CH:17]=[CH:18][C:13]([C:12]([NH:11][C:4]2[CH:3]=[C:2]([N:27]3[CH2:28][CH2:29][C:30](=[O:31])[CH:25]([CH3:24])[CH2:26]3)[N:7]3[N:8]=[CH:9][CH:10]=[C:6]3[N:5]=2)=[O:23])=[CH:14][CH:15]=1)([CH3:21])[CH3:20]. The yield is 0.560. (3) The reactants are [CH3:1][NH:2][C:3]1[N:4]([CH3:14])[N:5]=[C:6]([C:8]2[CH:9]=[N:10][CH:11]=[CH:12][CH:13]=2)[CH:7]=1.[C:15](Cl)(Cl)=[O:16].C1(C)C=CC=CC=1.[CH3:26][S:27][CH2:28][CH2:29][NH2:30]. The catalyst is ClCCCl. The product is [CH3:1][N:2]([C:3]1[N:4]([CH3:14])[N:5]=[C:6]([C:8]2[CH:9]=[N:10][CH:11]=[CH:12][CH:13]=2)[CH:7]=1)[C:15]([NH:30][CH2:29][CH2:28][S:27][CH3:26])=[O:16]. The yield is 0.0600. (4) The reactants are [C:1]([C:3]1[CH:4]=[C:5]2[C:10](=[CH:11][CH:12]=1)[NH:9][CH2:8][CH:7]([NH:13][S:14]([C:17]1[CH:22]=[CH:21][CH:20]=[CH:19][CH:18]=1)(=[O:16])=[O:15])[CH2:6]2)#[N:2].[H-].[Na+].C[Si](C)(C)CCO[CH2:30][Cl:31]. The product is [Cl:31][C:30]1[CH:11]=[C:12]([N:9]2[C:10]3[C:5](=[CH:4][C:3]([C:1]#[N:2])=[CH:12][CH:11]=3)[CH2:6][CH:7]([NH:13][S:14]([C:17]3[CH:22]=[CH:21][CH:20]=[CH:19][CH:18]=3)(=[O:16])=[O:15])[CH2:8]2)[CH:3]=[CH:4][CH:5]=1. The catalyst is CN(C=O)C. The yield is 0.700. (5) The reactants are [CH2:1]([O:3][C:4](=[O:13])[CH2:5][C:6]1[CH:11]=[CH:10][CH:9]=[C:8](Br)[CH:7]=1)[CH3:2].O.[F-].C([N+](CCCC)(CCCC)CCCC)CCC.[CH:33]#[C:34][CH2:35][CH2:36][CH3:37]. The catalyst is Cl[Pd](Cl)([P](C1C=CC=CC=1)(C1C=CC=CC=1)C1C=CC=CC=1)[P](C1C=CC=CC=1)(C1C=CC=CC=1)C1C=CC=CC=1.O. The product is [C:33]([C:8]1[CH:7]=[C:6]([CH2:5][C:4]([O:3][CH2:1][CH3:2])=[O:13])[CH:11]=[CH:10][CH:9]=1)#[C:34][CH2:35][CH2:36][CH3:37]. The yield is 0.790. (6) The reactants are [Cl-].[C:2]([O:6][C:7](=[O:10])[CH2:8][Zn+])([CH3:5])([CH3:4])[CH3:3].Br[C:12]1[CH:19]=[CH:18][C:15]([C:16]#[N:17])=[CH:14][C:13]=1[O:20][CH3:21].C1(P(C2CCCCC2)C2C=CC=CC=2C2C(N(C)C)=CC=CC=2)CCCCC1. The catalyst is C1COCC1.C1C=CC(/C=C/C(/C=C/C2C=CC=CC=2)=O)=CC=1.C1C=CC(/C=C/C(/C=C/C2C=CC=CC=2)=O)=CC=1.[Pd]. The product is [C:16]([C:15]1[CH:18]=[CH:19][C:12]([CH2:8][C:7]([O:6][C:2]([CH3:5])([CH3:4])[CH3:3])=[O:10])=[C:13]([O:20][CH3:21])[CH:14]=1)#[N:17]. The yield is 0.290. (7) The reactants are C(=O)([O-])[O-].[K+].[K+].Cl[C:8]1[N:16]=[C:15]([CH3:17])[N:14]=[C:13]2[C:9]=1[N:10]=[CH:11][N:12]2[CH:18]1[CH2:23][CH2:22][CH2:21][CH2:20][O:19]1.[F:24][C:25]1[C:30](B(O)O)=[CH:29][C:28]([CH2:34][O:35][CH2:36][C:37]2[CH:42]=[CH:41][C:40]([O:43][CH3:44])=[CH:39][CH:38]=2)=[CH:27][N:26]=1.ClCCl. The catalyst is COCCOC.O.Cl[Pd]Cl.C1(P(C2C=CC=CC=2)[C-]2C=CC=C2)C=CC=CC=1.[C-]1(P(C2C=CC=CC=2)C2C=CC=CC=2)C=CC=C1.[Fe+2].ClC1N=C(C)N=C2C=1N=CN2C1CCCCO1.FC1C(B(O)O)=CC(COCC2C=CC(OC)=CC=2)=CN=1.ClCCl. The product is [F:24][C:25]1[C:30]([C:8]2[N:16]=[C:15]([CH3:17])[N:14]=[C:13]3[C:9]=2[N:10]=[CH:11][N:12]3[CH:18]2[CH2:23][CH2:22][CH2:21][CH2:20][O:19]2)=[CH:29][C:28]([CH2:34][O:35][CH2:36][C:37]2[CH:38]=[CH:39][C:40]([O:43][CH3:44])=[CH:41][CH:42]=2)=[CH:27][N:26]=1. The yield is 0.680. (8) The reactants are [CH2:1]([N:3]([CH2:19][CH3:20])[CH2:4][CH2:5][N:6]1[CH2:11][CH2:10][C:9]2[NH:12][C:13]([CH:16]=O)=[C:14]([CH3:15])[C:8]=2[C:7]1=[O:18])[CH3:2].[F:21][C:22]1[CH:23]=[C:24]2[C:28](=[C:29]([Br:31])[CH:30]=1)[NH:27][C:26](=[O:32])[CH2:25]2. No catalyst specified. The product is [Br:31][C:29]1[CH:30]=[C:22]([F:21])[CH:23]=[C:24]2[C:28]=1[NH:27][C:26](=[O:32])[C:25]2=[CH:16][C:13]1[NH:12][C:9]2[CH2:10][CH2:11][N:6]([CH2:5][CH2:4][N:3]([CH2:19][CH3:20])[CH2:1][CH3:2])[C:7](=[O:18])[C:8]=2[C:14]=1[CH3:15]. The yield is 0.782.